This data is from NCI-60 drug combinations with 297,098 pairs across 59 cell lines. The task is: Regression. Given two drug SMILES strings and cell line genomic features, predict the synergy score measuring deviation from expected non-interaction effect. (1) Drug 1: C1=NC2=C(N=C(N=C2N1C3C(C(C(O3)CO)O)O)F)N. Drug 2: CCCCC(=O)OCC(=O)C1(CC(C2=C(C1)C(=C3C(=C2O)C(=O)C4=C(C3=O)C=CC=C4OC)O)OC5CC(C(C(O5)C)O)NC(=O)C(F)(F)F)O. Cell line: MOLT-4. Synergy scores: CSS=93.7, Synergy_ZIP=8.12, Synergy_Bliss=7.05, Synergy_Loewe=1.95, Synergy_HSA=6.61. (2) Drug 1: CC1=C2C(C(=O)C3(C(CC4C(C3C(C(C2(C)C)(CC1OC(=O)C(C(C5=CC=CC=C5)NC(=O)OC(C)(C)C)O)O)OC(=O)C6=CC=CC=C6)(CO4)OC(=O)C)OC)C)OC. Drug 2: CC1CCC2CC(C(=CC=CC=CC(CC(C(=O)C(C(C(=CC(C(=O)CC(OC(=O)C3CCCCN3C(=O)C(=O)C1(O2)O)C(C)CC4CCC(C(C4)OC)OCCO)C)C)O)OC)C)C)C)OC. Cell line: MALME-3M. Synergy scores: CSS=51.6, Synergy_ZIP=8.48, Synergy_Bliss=8.21, Synergy_Loewe=17.4, Synergy_HSA=18.5. (3) Drug 1: CS(=O)(=O)OCCCCOS(=O)(=O)C. Drug 2: CCN(CC)CCCC(C)NC1=C2C=C(C=CC2=NC3=C1C=CC(=C3)Cl)OC. Cell line: SF-268. Synergy scores: CSS=13.5, Synergy_ZIP=-1.34, Synergy_Bliss=6.76, Synergy_Loewe=-10.7, Synergy_HSA=0.591. (4) Drug 1: CN(C)C1=NC(=NC(=N1)N(C)C)N(C)C. Drug 2: CC(C)NC(=O)C1=CC=C(C=C1)CNNC.Cl. Cell line: UACC-257. Synergy scores: CSS=-3.80, Synergy_ZIP=3.49, Synergy_Bliss=4.96, Synergy_Loewe=-1.81, Synergy_HSA=-0.760. (5) Drug 1: CCC1(C2=C(COC1=O)C(=O)N3CC4=CC5=C(C=CC(=C5CN(C)C)O)N=C4C3=C2)O.Cl. Drug 2: CC1C(C(CC(O1)OC2CC(CC3=C2C(=C4C(=C3O)C(=O)C5=C(C4=O)C(=CC=C5)OC)O)(C(=O)CO)O)N)O.Cl. Cell line: OVCAR-4. Synergy scores: CSS=36.2, Synergy_ZIP=-0.901, Synergy_Bliss=-1.01, Synergy_Loewe=0.683, Synergy_HSA=1.25.